From a dataset of Forward reaction prediction with 1.9M reactions from USPTO patents (1976-2016). Predict the product of the given reaction. (1) Given the reactants [O:1]1[CH2:6][CH2:5][N:4]([CH2:7][C:8]2[CH:9]=[C:10]3[N:16]=[C:15]([C:17]4[CH:23]=[CH:22][CH:21]=[CH:20][C:18]=4[NH2:19])[S:14][C:11]3=[N:12][CH:13]=2)[CH2:3][CH2:2]1.[C:24]1([C:30]2[S:31][CH:32]=[C:33]([C:35](O)=[O:36])[N:34]=2)[CH:29]=[CH:28][CH:27]=[CH:26][CH:25]=1, predict the reaction product. The product is: [O:1]1[CH2:6][CH2:5][N:4]([CH2:7][C:8]2[CH:9]=[C:10]3[N:16]=[C:15]([C:17]4[CH:23]=[CH:22][CH:21]=[CH:20][C:18]=4[NH:19][C:35]([C:33]4[N:34]=[C:30]([C:24]5[CH:25]=[CH:26][CH:27]=[CH:28][CH:29]=5)[S:31][CH:32]=4)=[O:36])[S:14][C:11]3=[N:12][CH:13]=2)[CH2:3][CH2:2]1. (2) Given the reactants Br[C:2]1[S:6][C:5]([C:7]2[CH:12]=[CH:11][N:10]=[C:9]([NH:13][C:14]3[CH:15]=[C:16]([CH:20]([OH:22])[CH3:21])[CH:17]=[CH:18][CH:19]=3)[N:8]=2)=[CH:4][CH:3]=1.[CH3:23][C:24]1[CH:29]=[CH:28][CH:27]=[C:26]([CH3:30])[C:25]=1B(O)O, predict the reaction product. The product is: [CH3:23][C:24]1[CH:29]=[CH:28][CH:27]=[C:26]([CH3:30])[C:25]=1[C:2]1[S:6][C:5]([C:7]2[CH:12]=[CH:11][N:10]=[C:9]([NH:13][C:14]3[CH:15]=[C:16]([CH:20]([OH:22])[CH3:21])[CH:17]=[CH:18][CH:19]=3)[N:8]=2)=[CH:4][CH:3]=1.